Dataset: NCI-60 drug combinations with 297,098 pairs across 59 cell lines. Task: Regression. Given two drug SMILES strings and cell line genomic features, predict the synergy score measuring deviation from expected non-interaction effect. (1) Drug 1: CS(=O)(=O)C1=CC(=C(C=C1)C(=O)NC2=CC(=C(C=C2)Cl)C3=CC=CC=N3)Cl. Drug 2: CCN(CC)CCCC(C)NC1=C2C=C(C=CC2=NC3=C1C=CC(=C3)Cl)OC. Cell line: HL-60(TB). Synergy scores: CSS=61.5, Synergy_ZIP=25.8, Synergy_Bliss=18.6, Synergy_Loewe=12.7, Synergy_HSA=15.1. (2) Drug 1: CCCS(=O)(=O)NC1=C(C(=C(C=C1)F)C(=O)C2=CNC3=C2C=C(C=N3)C4=CC=C(C=C4)Cl)F. Drug 2: CC12CCC(CC1=CCC3C2CCC4(C3CC=C4C5=CN=CC=C5)C)O. Cell line: 786-0. Synergy scores: CSS=6.37, Synergy_ZIP=-2.45, Synergy_Bliss=1.75, Synergy_Loewe=-0.420, Synergy_HSA=1.48. (3) Cell line: NCI-H460. Drug 2: CC(C1=C(C=CC(=C1Cl)F)Cl)OC2=C(N=CC(=C2)C3=CN(N=C3)C4CCNCC4)N. Drug 1: CNC(=O)C1=CC=CC=C1SC2=CC3=C(C=C2)C(=NN3)C=CC4=CC=CC=N4. Synergy scores: CSS=10.2, Synergy_ZIP=-3.11, Synergy_Bliss=4.15, Synergy_Loewe=2.26, Synergy_HSA=3.92. (4) Drug 2: CN1C=C(C=N1)C2=C3N=C(C(=C(N3N=C2)N)Br)C4CCCNC4. Cell line: T-47D. Drug 1: CC1=C(C(=O)C2=C(C1=O)N3CC4C(C3(C2COC(=O)N)OC)N4)N. Synergy scores: CSS=22.9, Synergy_ZIP=2.66, Synergy_Bliss=2.74, Synergy_Loewe=-23.5, Synergy_HSA=-2.33. (5) Drug 1: CN(C)C1=NC(=NC(=N1)N(C)C)N(C)C. Drug 2: CC1CCCC2(C(O2)CC(NC(=O)CC(C(C(=O)C(C1O)C)(C)C)O)C(=CC3=CSC(=N3)C)C)C. Cell line: SNB-75. Synergy scores: CSS=-5.64, Synergy_ZIP=1.02, Synergy_Bliss=-1.88, Synergy_Loewe=-6.61, Synergy_HSA=-4.86. (6) Drug 1: C1=CC(=CC=C1CC(C(=O)O)N)N(CCCl)CCCl.Cl. Drug 2: CN1C(=O)N2C=NC(=C2N=N1)C(=O)N. Cell line: HCC-2998. Synergy scores: CSS=11.3, Synergy_ZIP=0.972, Synergy_Bliss=7.64, Synergy_Loewe=-2.81, Synergy_HSA=2.78. (7) Drug 1: C1CCC(CC1)NC(=O)N(CCCl)N=O. Drug 2: C1=NC2=C(N=C(N=C2N1C3C(C(C(O3)CO)O)F)Cl)N. Cell line: HT29. Synergy scores: CSS=42.4, Synergy_ZIP=-2.01, Synergy_Bliss=4.46, Synergy_Loewe=-8.36, Synergy_HSA=3.72.